Dataset: Forward reaction prediction with 1.9M reactions from USPTO patents (1976-2016). Task: Predict the product of the given reaction. Given the reactants [CH:1]1([CH:4]([C:11]2[CH:16]=[C:15]([NH:17][CH2:18][C:19]3[CH:24]=[CH:23][C:22]([C:25]4[CH:30]=[C:29]([O:31][CH3:32])[CH:28]=[CH:27][C:26]=4[F:33])=[C:21]([O:34][CH2:35][CH:36]([CH3:38])[CH3:37])[N:20]=3)[N:14]=[CH:13][N:12]=2)[CH2:5][C:6]([O:8][CH2:9][CH3:10])=[O:7])[CH2:3][CH2:2]1.[C:39](=O)([O-])[O-].[K+].[K+].IC.[H-].[Na+].[Cl-].[NH4+], predict the reaction product. The product is: [CH:1]1([CH:4]([C:11]2[CH:16]=[C:15]([N:17]([CH2:18][C:19]3[CH:24]=[CH:23][C:22]([C:25]4[CH:30]=[C:29]([O:31][CH3:32])[CH:28]=[CH:27][C:26]=4[F:33])=[C:21]([O:34][CH2:35][CH:36]([CH3:37])[CH3:38])[N:20]=3)[CH3:39])[N:14]=[CH:13][N:12]=2)[CH2:5][C:6]([O:8][CH2:9][CH3:10])=[O:7])[CH2:3][CH2:2]1.